This data is from Peptide-MHC class I binding affinity with 185,985 pairs from IEDB/IMGT. The task is: Regression. Given a peptide amino acid sequence and an MHC pseudo amino acid sequence, predict their binding affinity value. This is MHC class I binding data. (1) The peptide sequence is RPMTYKAAV. The MHC is HLA-B15:03 with pseudo-sequence HLA-B15:03. The binding affinity (normalized) is 0. (2) The peptide sequence is RDLVISDSS. The MHC is HLA-B45:01 with pseudo-sequence HLA-B45:01. The binding affinity (normalized) is 0. (3) The peptide sequence is HHYSQAAVL. The MHC is HLA-A26:01 with pseudo-sequence HLA-A26:01. The binding affinity (normalized) is 0.0847. (4) The peptide sequence is GRSLEDDIR. The MHC is HLA-B40:01 with pseudo-sequence HLA-B40:01. The binding affinity (normalized) is 0.0847. (5) The peptide sequence is AIGVLIGGLEW. The MHC is HLA-A24:02 with pseudo-sequence HLA-A24:02. The binding affinity (normalized) is 0.0614.